Task: Predict the reactants needed to synthesize the given product.. Dataset: Full USPTO retrosynthesis dataset with 1.9M reactions from patents (1976-2016) (1) Given the product [NH2:33][C:32]1[S:31][C:7]2[C:2]([N:1]=1)=[CH:3][CH:4]=[C:5]([O:8][C:9]1[CH:10]=[CH:11][C:12]([F:30])=[C:13]([NH:15][C:16](=[O:29])[C:17]3[CH:22]=[CH:21][CH:20]=[C:19]([C:23]4([C:26]#[N:27])[CH2:24][CH2:25]4)[C:18]=3[Cl:28])[CH:14]=1)[N:6]=2, predict the reactants needed to synthesize it. The reactants are: [NH2:1][C:2]1[CH:3]=[CH:4][C:5]([O:8][C:9]2[CH:10]=[CH:11][C:12]([F:30])=[C:13]([NH:15][C:16](=[O:29])[C:17]3[CH:22]=[CH:21][CH:20]=[C:19]([C:23]4([C:26]#[N:27])[CH2:25][CH2:24]4)[C:18]=3[Cl:28])[CH:14]=2)=[N:6][CH:7]=1.[S-:31][C:32]#[N:33].[K+].BrBr. (2) Given the product [CH3:9][O:8][C:6]1[C:5]([NH2:10])=[CH:4][N:3]=[C:2]([C:15]2[CH:14]=[N:13][N:12]([CH3:11])[CH:16]=2)[N:7]=1, predict the reactants needed to synthesize it. The reactants are: Cl[C:2]1[N:7]=[C:6]([O:8][CH3:9])[C:5]([NH2:10])=[CH:4][N:3]=1.[CH3:11][N:12]1[CH:16]=[C:15](B2OC(C)(C)C(C)(C)O2)[CH:14]=[N:13]1.[F-].[Cs+]. (3) Given the product [C:1]([O:6][CH2:21][CH2:20][O:19][CH:17]=[CH2:18])(=[O:5])[C:2]([CH3:4])=[CH2:3], predict the reactants needed to synthesize it. The reactants are: [C:1]([O-:6])(=[O:5])[C:2]([CH3:4])=[CH2:3].[Na+].COC1C=CC(O)=CC=1.[CH:17]([O:19][CH2:20][CH2:21]Cl)=[CH2:18].[OH-].[Na+]. (4) Given the product [Br:32][C:33]1[CH:38]=[CH:37][C:36]([CH:13]2[C:14](=[O:15])[C:9]([CH3:19])([CH3:8])[O:10][C:11]([CH3:18])([CH3:17])[C:12]2=[O:16])=[C:35]([CH2:40][CH3:41])[CH:34]=1, predict the reactants needed to synthesize it. The reactants are: C1(C)C=CC=CC=1.[CH3:8][C:9]1([CH3:19])[C:14](=[O:15])[CH2:13][C:12](=[O:16])[C:11]([CH3:18])([CH3:17])[O:10]1.C([O-])(=O)C.C([O-])(=O)C.C([O-])(=O)C.[Br:32][C:33]1[CH:38]=[CH:37][C:36]([Pb+3])=[C:35]([CH2:40][CH3:41])[CH:34]=1.Cl. (5) Given the product [NH2:1][C:2]1[N:3]=[CH:4][C:5]([C:8]([O:10][CH3:11])=[O:9])=[N:6][C:7]=1[Br:12], predict the reactants needed to synthesize it. The reactants are: [NH2:1][C:2]1[N:3]=[CH:4][C:5]([C:8]([O:10][CH3:11])=[O:9])=[N:6][CH:7]=1.[Br:12]N1C(=O)CCC1=O. (6) The reactants are: [F:1][C:2]1[CH:7]=[CH:6][C:5]([CH:8]([OH:23])[CH2:9][C:10]2[CH:15]=[C:14]([C:16]3[S:17][CH:18]=[CH:19][CH:20]=3)[CH:13]=[CH:12][C:11]=2[O:21][CH3:22])=[CH:4][CH:3]=1.[Cr](Cl)([O-])(=O)=O.[NH+]1C=CC=CC=1. Given the product [F:1][C:2]1[CH:3]=[CH:4][C:5]([C:8](=[O:23])[CH2:9][C:10]2[CH:15]=[C:14]([C:16]3[S:17][CH:18]=[CH:19][CH:20]=3)[CH:13]=[CH:12][C:11]=2[O:21][CH3:22])=[CH:6][CH:7]=1, predict the reactants needed to synthesize it. (7) The reactants are: [Br:1][C:2]1[CH:3]=[CH:4][C:5]([O:8][C:9]2[CH:10]=[C:11]([C@H:15]3[CH2:19][C:18]4([CH2:24][CH2:23][N:22](C(OC(C)(C)C)=O)[CH2:21][CH2:20]4)[O:17][CH2:16]3)[CH:12]=[CH:13][CH:14]=2)=[N:6][CH:7]=1.[ClH:32].O1CCOCC1. Given the product [ClH:32].[Br:1][C:2]1[CH:3]=[CH:4][C:5]([O:8][C:9]2[CH:10]=[C:11]([C@H:15]3[CH2:19][C:18]4([CH2:24][CH2:23][NH:22][CH2:21][CH2:20]4)[O:17][CH2:16]3)[CH:12]=[CH:13][CH:14]=2)=[N:6][CH:7]=1, predict the reactants needed to synthesize it. (8) Given the product [Br:1][C:2]1[CH:3]=[C:4]2[C:8](=[CH:9][CH:10]=1)[N:7]([S:11]([C:14]1[CH:19]=[CH:18][C:17]([O:20][CH3:21])=[CH:16][C:15]=1[Br:22])(=[O:13])=[O:12])[CH:6]=[C:5]2[CH2:23][N:25]1[CH2:31][CH2:30][CH2:29][NH:28][CH2:27][CH2:26]1, predict the reactants needed to synthesize it. The reactants are: [Br:1][C:2]1[CH:3]=[C:4]2[C:8](=[CH:9][CH:10]=1)[N:7]([S:11]([C:14]1[CH:19]=[CH:18][C:17]([O:20][CH3:21])=[CH:16][C:15]=1[Br:22])(=[O:13])=[O:12])[CH:6]=[C:5]2[CH2:23]Cl.[NH:25]1[CH2:31][CH2:30][CH2:29][NH:28][CH2:27][CH2:26]1. (9) Given the product [CH:1]1([N:4]([CH2:32][C:33]2[CH:34]=[C:35]([CH:48]=[C:49]([CH2:51][CH2:52][CH2:53][O:54][CH3:55])[CH:50]=2)[O:36][CH2:37][C:38]2[CH:47]=[CH:46][C:41]([C:42]([OH:44])=[O:43])=[CH:40][CH:39]=2)[C:5]([C@@H:7]2[C@@H:12]([C:13]3[CH:14]=[CH:15][C:16]([O:19][CH2:20][CH2:21][O:22][C:23]4[C:28]([Cl:29])=[CH:27][C:26]([CH3:30])=[CH:25][C:24]=4[Cl:31])=[CH:17][CH:18]=3)[CH2:11][CH2:10][NH:9][CH2:8]2)=[O:6])[CH2:3][CH2:2]1, predict the reactants needed to synthesize it. The reactants are: [CH:1]1([N:4]([CH2:32][C:33]2[CH:34]=[C:35]([CH:48]=[C:49]([CH2:51][CH2:52][CH2:53][O:54][CH3:55])[CH:50]=2)[O:36][CH2:37][C:38]2[CH:47]=[CH:46][C:41]([C:42]([O:44]C)=[O:43])=[CH:40][CH:39]=2)[C:5]([C@@H:7]2[C@@H:12]([C:13]3[CH:18]=[CH:17][C:16]([O:19][CH2:20][CH2:21][O:22][C:23]4[C:28]([Cl:29])=[CH:27][C:26]([CH3:30])=[CH:25][C:24]=4[Cl:31])=[CH:15][CH:14]=3)[CH2:11][CH2:10][NH:9][CH2:8]2)=[O:6])[CH2:3][CH2:2]1.[OH-].[Na+].